This data is from Full USPTO retrosynthesis dataset with 1.9M reactions from patents (1976-2016). The task is: Predict the reactants needed to synthesize the given product. (1) Given the product [Cl:1][C:2]1[CH:3]=[C:4]([NH:16][C:17]2[N:22]=[CH:21][N:20]=[C:19]3[NH:23][N:24]=[C:25]([O:26][CH2:27][CH2:28][N:33]4[C:34](=[O:35])[CH2:36][NH:30][C:31]4=[O:32])[C:18]=23)[CH:5]=[CH:6][C:7]=1[O:8][CH2:9][C:10]1[CH:15]=[CH:14][CH:13]=[CH:12][N:11]=1, predict the reactants needed to synthesize it. The reactants are: [Cl:1][C:2]1[CH:3]=[C:4]([NH:16][C:17]2[N:22]=[CH:21][N:20]=[C:19]3[NH:23][N:24]=[C:25]([O:26][CH2:27][CH2:28]O)[C:18]=23)[CH:5]=[CH:6][C:7]=1[O:8][CH2:9][C:10]1[CH:15]=[CH:14][CH:13]=[CH:12][N:11]=1.[NH:30]1[CH2:36][C:34](=[O:35])[NH:33][C:31]1=[O:32].C1(P(C2C=CC=CC=2)C2C=CC=CC=2)C=CC=CC=1.N(C(OC(C)(C)C)=O)=NC(OC(C)(C)C)=O. (2) Given the product [CH3:21][N:17]1[CH2:18][CH2:19][CH2:20][N:15]2[C:14](=[O:23])[N:13]=[C:12]([O:1][CH2:2][C:3]3[CH:4]=[C:5]([CH:8]=[CH:9][CH:10]=3)[C:6]#[N:7])[CH:22]=[C:16]12, predict the reactants needed to synthesize it. The reactants are: [OH:1][CH2:2][C:3]1[CH:4]=[C:5]([CH:8]=[CH:9][CH:10]=1)[C:6]#[N:7].Cl[C:12]1[CH:22]=[C:16]2[N:17]([CH3:21])[CH2:18][CH2:19][CH2:20][N:15]2[C:14](=[O:23])[N:13]=1.